From a dataset of Cav3 T-type calcium channel HTS with 100,875 compounds. Binary Classification. Given a drug SMILES string, predict its activity (active/inactive) in a high-throughput screening assay against a specified biological target. (1) The drug is O\N=C(/c1c2c(n(c1)C)cccc2)Cc1ccccc1. The result is 0 (inactive). (2) The compound is S(c1n(c(nn1)c1occc1)C)CC(=O)Nc1sccn1. The result is 0 (inactive). (3) The drug is S(=O)(=O)(N(c1c(ccc(c1)C)C)CC(=O)N)C. The result is 0 (inactive). (4) The result is 0 (inactive). The molecule is S(=O)(=O)(N1CCOCC1)c1ccc(cc1)C(=O)Nc1c(OCC)cccc1. (5) The drug is O(C(=O)C(=N\NC(=O)c1ccccc1)/c1ccccc1)CC. The result is 0 (inactive). (6) The molecule is Clc1c(cc(S(=O)(=O)Nc2c(cccc2)C(O)=O)cc1)C. The result is 0 (inactive).